The task is: Predict the reaction yield, written as a fraction of the theoretical maximum amount of product (1.0 means a 100% yield; for example, 0.34 means a 34% yield).. This data is from Reaction yield outcomes from USPTO patents with 853,638 reactions. (1) The reactants are [Cl:1][C:2]1[CH:3]=[C:4]([C:8]2[N:13]=[C:12]3[CH2:14][CH2:15][CH2:16][C:11]3=[C:10]([CH:17]([OH:30])[C:18]3[CH:23]=[CH:22][C:21]([CH2:24][C:25](OCC)=[O:26])=[CH:20][CH:19]=3)[CH:9]=2)[CH:5]=[CH:6][CH:7]=1.[NH3:31]. The catalyst is CO. The product is [ClH:1].[Cl:1][C:2]1[CH:3]=[C:4]([C:8]2[N:13]=[C:12]3[CH2:14][CH2:15][CH2:16][C:11]3=[C:10]([CH:17]([OH:30])[C:18]3[CH:19]=[CH:20][C:21]([CH2:24][C:25]([NH2:31])=[O:26])=[CH:22][CH:23]=3)[CH:9]=2)[CH:5]=[CH:6][CH:7]=1. The yield is 0.550. (2) The catalyst is C1COCC1. The reactants are [NH2:1][C:2]1[CH:7]=[CH:6][C:5]([C:8]([N:10]2[CH2:16][C:15]3([CH3:18])[CH2:17][CH:11]2[CH2:12][C:13]([CH3:20])([CH3:19])[CH2:14]3)=[O:9])=[CH:4][CH:3]=1.[Cl:21][CH2:22][C:23](Cl)=[O:24]. The product is [Cl:21][CH2:22][C:23]([NH:1][C:2]1[CH:3]=[CH:4][C:5]([C:8]([N:10]2[CH2:16][C:15]3([CH3:18])[CH2:17][CH:11]2[CH2:12][C:13]([CH3:20])([CH3:19])[CH2:14]3)=[O:9])=[CH:6][CH:7]=1)=[O:24]. The yield is 0.860. (3) The reactants are [C:1]([C:5]1[N:9]=[C:8]([CH2:10][C:11]#[N:12])[NH:7][N:6]=1)([CH3:4])([CH3:3])[CH3:2].C([O:15][C:16](=O)[CH:17]([C:21]1[CH:26]=[CH:25][CH:24]=[CH:23][CH:22]=1)[C:18]([CH3:20])=O)C.C([O-])(=O)C.[NH4+]. No catalyst specified. The product is [C:1]([C:5]1[NH:9][C:8]2=[C:10]([C:11]#[N:12])[C:18]([CH3:20])=[C:17]([C:21]3[CH:26]=[CH:25][CH:24]=[CH:23][CH:22]=3)[C:16](=[O:15])[N:7]2[N:6]=1)([CH3:4])([CH3:2])[CH3:3]. The yield is 0.330. (4) The product is [OH:24][C@H:23]([CH2:27][OH:26])[CH2:22][O:21][C:18]1[CH:19]=[CH:20][C:8]2[C:7](=[O:30])[C:6]3[C:5]4[C:13](=[CH:14][C:2]([S:32][CH3:31])=[CH:3][CH:4]=4)[NH:12][C:11]=3[C:10]([CH3:15])([CH3:16])[C:9]=2[CH:17]=1. The yield is 0.390. The reactants are Br[C:2]1[CH:14]=[C:13]2[C:5]([C:6]3[C:7](=[O:30])[C:8]4[CH:20]=[CH:19][C:18]([O:21][CH2:22][C@H:23]5[CH2:27][O:26]C(C)(C)[O:24]5)=[CH:17][C:9]=4[C:10]([CH3:16])([CH3:15])[C:11]=3[NH:12]2)=[CH:4][CH:3]=1.[CH3:31][S-:32].[Na+].CC1(C)C2C(=C(P(C3C=CC=CC=3)C3C=CC=CC=3)C=CC=2)OC2C(P(C3C=CC=CC=3)C3C=CC=CC=3)=CC=CC1=2.C([O-])(O)=O.[Na+]. The catalyst is CC(N(C)C)=O.C(OCC)C.C1C=CC(/C=C/C(/C=C/C2C=CC=CC=2)=O)=CC=1.C1C=CC(/C=C/C(/C=C/C2C=CC=CC=2)=O)=CC=1.C1C=CC(/C=C/C(/C=C/C2C=CC=CC=2)=O)=CC=1.[Pd].[Pd]. (5) The reactants are O[Li].O.C[O:5][C:6](=[O:21])[C:7]1[CH:12]=[C:11]([C:13]2[CH:18]=[CH:17][C:16]([CH3:19])=[CH:15][N:14]=2)[CH:10]=[C:9]([I:20])[CH:8]=1. The catalyst is O.C1COCC1. The product is [I:20][C:9]1[CH:8]=[C:7]([CH:12]=[C:11]([C:13]2[CH:18]=[CH:17][C:16]([CH3:19])=[CH:15][N:14]=2)[CH:10]=1)[C:6]([OH:21])=[O:5]. The yield is 0.930.